Dataset: Catalyst prediction with 721,799 reactions and 888 catalyst types from USPTO. Task: Predict which catalyst facilitates the given reaction. (1) Product: [CH3:16][O:17][C:18]([CH3:22])([CH3:21])[CH2:19][N:20]1[C:1]([C:3]2[CH2:4][CH:5]([NH:8][C:9](=[O:15])[O:10][C:11]([CH3:14])([CH3:13])[CH3:12])[CH2:6][CH:7]=2)=[CH:35][N:34]=[CH:33]1. Reactant: [CH:1]([C:3]1[CH2:4][CH:5]([NH:8][C:9](=[O:15])[O:10][C:11]([CH3:14])([CH3:13])[CH3:12])[CH2:6][CH:7]=1)=O.[CH3:16][O:17][C:18]([CH3:22])([CH3:21])[CH2:19][NH2:20].CC1C=CC(S([CH2:33][N+:34]#[C-:35])(=O)=O)=CC=1.C([O-])([O-])=O.[K+].[K+]. The catalyst class is: 20. (2) Reactant: N1N[N:3]=[N:4][C:5]=1[N:6]1[CH2:11][CH2:10][N:9]([C:12]([O:14][C:15]([CH3:18])([CH3:17])[CH3:16])=[O:13])[CH2:8][CH2:7]1.[F:19][C:20]([F:25])([F:24])[C:21](O)=[O:22]. Product: [F:19][C:20]([F:25])([F:24])[C:21]1[O:22][C:5]([N:6]2[CH2:7][CH2:8][N:9]([C:12]([O:14][C:15]([CH3:16])([CH3:17])[CH3:18])=[O:13])[CH2:10][CH2:11]2)=[N:4][N:3]=1. The catalyst class is: 10. (3) Reactant: [N+:1]([C:4]1[CH:5]=[C:6]([OH:14])[CH:7]=[C:8]([C:10]([F:13])([F:12])[F:11])[CH:9]=1)([O-:3])=[O:2].C([O-])([O-])=O.[K+].[K+].Br[CH2:22][CH2:23][O:24][CH2:25][CH2:26][O:27][CH2:28][CH2:29][O:30][CH3:31]. Product: [CH3:31][O:30][CH2:29][CH2:28][O:27][CH2:26][CH2:25][O:24][CH2:23][CH2:22][O:14][C:6]1[CH:7]=[C:8]([C:10]([F:11])([F:12])[F:13])[CH:9]=[C:4]([N+:1]([O-:3])=[O:2])[CH:5]=1. The catalyst class is: 18. (4) Reactant: [NH2:1][C:2]1[N:7]=[CH:6][C:5]([C:8]([N:10]2[CH2:15][CH2:14][O:13][CH2:12][CH2:11]2)=[O:9])=[CH:4][CH:3]=1.[H-].[Na+].Cl[C:19]1[C:20](=[O:27])[N:21]([CH3:26])[N:22]=[C:23]([Cl:25])[CH:24]=1. Product: [Cl:25][C:23]1[CH:24]=[C:19]([NH:1][C:2]2[CH:3]=[CH:4][C:5]([C:8]([N:10]3[CH2:15][CH2:14][O:13][CH2:12][CH2:11]3)=[O:9])=[CH:6][N:7]=2)[C:20](=[O:27])[N:21]([CH3:26])[N:22]=1. The catalyst class is: 9.